This data is from Peptide-MHC class I binding affinity with 185,985 pairs from IEDB/IMGT. The task is: Regression. Given a peptide amino acid sequence and an MHC pseudo amino acid sequence, predict their binding affinity value. This is MHC class I binding data. (1) The peptide sequence is YLIIGILTL. The MHC is HLA-A69:01 with pseudo-sequence HLA-A69:01. The binding affinity (normalized) is 0.0847. (2) The binding affinity (normalized) is 0.692. The MHC is HLA-B15:09 with pseudo-sequence HLA-B15:09. The peptide sequence is FQYEHEQTF.